Dataset: Reaction yield outcomes from USPTO patents with 853,638 reactions. Task: Predict the reaction yield, written as a fraction of the theoretical maximum amount of product (1.0 means a 100% yield; for example, 0.34 means a 34% yield). (1) The yield is 0.330. The product is [CH2:1]([O:8][C:9]1[CH:10]=[CH:11][C:12]([O:21][CH3:22])=[C:13]([CH:14]=1)[N:15]([CH2:16][CH3:17])[CH2:19][CH3:20])[C:2]1[CH:3]=[CH:4][CH:5]=[CH:6][CH:7]=1. The catalyst is C1COCC1. The reactants are [CH2:1]([O:8][C:9]1[CH:10]=[CH:11][C:12]([O:21][CH3:22])=[C:13]([N:15]([CH2:19][CH3:20])[C:16](=O)[CH3:17])[CH:14]=1)[C:2]1[CH:7]=[CH:6][CH:5]=[CH:4][CH:3]=1.CO. (2) The catalyst is CN(C)P(N(C)C)(N(C)C)=O. The product is [F:13][C:14]1[CH:19]=[C:18]([N:4]2[CH:1]=[CH:70][CH:69]=[CH:68][C:67]2=[O:66])[CH:17]=[CH:16][C:15]=1[CH:21]([C:42]([C:44]1[N:48]([C:49]2[CH:50]=[CH:51][C:52]([O:55][CH3:56])=[CH:53][CH:54]=2)[N:47]=[C:46]([C:57]([F:58])([F:60])[F:59])[CH:45]=1)=[O:43])[C:22]([O:24][CH3:25])=[O:23]. The reactants are [CH:1]([NH:4]C(C)C)(C)C.C([Li])CCC.[F:13][C:14]1[CH:19]=[C:18](I)[CH:17]=[CH:16][C:15]=1[CH2:21][C:22]([O:24][CH3:25])=[O:23].[CH3:56][O:55][C:52]1[CH:51]=[CH:50][C:49]([N:48]2[C:44]([C:42](O[C:42]([C:44]3[N:48]([C:49]4[CH:54]=[CH:53][C:52]([O:55][CH3:56])=[CH:51][CH:50]=4)[N:47]=[C:46]([C:57]([F:60])([F:59])[F:58])[CH:45]=3)=[O:43])=[O:43])=[CH:45][C:46]([C:57]([F:60])([F:59])[F:58])=[N:47]2)=[CH:54][CH:53]=1.Cl.[O:66]1[CH2:70][CH2:69][CH2:68][CH2:67]1. The yield is 0.490.